From a dataset of Reaction yield outcomes from USPTO patents with 853,638 reactions. Predict the reaction yield, written as a fraction of the theoretical maximum amount of product (1.0 means a 100% yield; for example, 0.34 means a 34% yield). (1) The reactants are [C:1]([C:4]1[CH:9]=[N:8][NH:7][C:6](=[O:10])[C:5]=1[C:11]1[CH:16]=[CH:15][CH:14]=[CH:13][CH:12]=1)(=[O:3])[CH3:2].[C:17](=O)([O-])[O-].[K+].[K+].IC. The catalyst is CN(C=O)C. The product is [C:1]([C:4]1[CH:9]=[N:8][N:7]([CH3:17])[C:6](=[O:10])[C:5]=1[C:11]1[CH:16]=[CH:15][CH:14]=[CH:13][CH:12]=1)(=[O:3])[CH3:2]. The yield is 0.780. (2) The reactants are [C:1]([O:5][C:6]([NH:8][C@@H:9]([CH2:13][N:14]([C:21]1[CH:26]=[CH:25][CH:24]=[CH:23][CH:22]=1)[C:15]1[N:20]=[CH:19][CH:18]=[CH:17][N:16]=1)[C:10]([O-:12])=[O:11])=[O:7])([CH3:4])([CH3:3])[CH3:2].C1([C@@H]([NH3+])C)C=CC=CC=1.S(=O)(=O)(O)O. The catalyst is C(O)(C)C. The product is [C:1]([O:5][C:6]([NH:8][C@@H:9]([CH2:13][N:14]([C:21]1[CH:26]=[CH:25][CH:24]=[CH:23][CH:22]=1)[C:15]1[N:20]=[CH:19][CH:18]=[CH:17][N:16]=1)[C:10]([OH:12])=[O:11])=[O:7])([CH3:4])([CH3:2])[CH3:3]. The yield is 0.950. (3) The yield is 0.610. The product is [CH:1]1[CH:10]=[N:9][C:8]2[C:3](=[C:4]([N+:12]([O-:14])=[O:13])[CH:5]=[CH:6][C:7]=2[OH:11])[CH:2]=1.[NH2:15][C:16]([CH2:21][OH:22])([CH2:19][OH:20])[CH2:17][OH:18]. The catalyst is C(O)(C)C. The reactants are [CH:1]1[CH:10]=[N:9][C:8]2[C:3](=[C:4]([N+:12]([O-:14])=[O:13])[CH:5]=[CH:6][C:7]=2[OH:11])[CH:2]=1.[NH2:15][C:16]([CH2:21][OH:22])([CH2:19][OH:20])[CH2:17][OH:18]. (4) The reactants are [F:1][C:2]1[CH:3]=[CH:4][C:5]([CH2:8][O:9][C:10]2[CH:15]=[CH:14][N:13]([C:16]3[N:21]=[C:20]4[N:22]([CH3:29])[C:23]5[CH2:28][CH2:27][NH:26][CH2:25][C:24]=5[C:19]4=[CH:18][CH:17]=3)[C:12](=[O:30])[CH:11]=2)=[N:6][CH:7]=1.[ClH:31]. The catalyst is CO. The product is [ClH:31].[F:1][C:2]1[CH:3]=[CH:4][C:5]([CH2:8][O:9][C:10]2[CH:15]=[CH:14][N:13]([C:16]3[N:21]=[C:20]4[N:22]([CH3:29])[C:23]5[CH2:28][CH2:27][NH:26][CH2:25][C:24]=5[C:19]4=[CH:18][CH:17]=3)[C:12](=[O:30])[CH:11]=2)=[N:6][CH:7]=1. The yield is 0.770. (5) The reactants are [Br:1][C:2]1[CH:3]=[C:4]2[C:9](=[CH:10][CH:11]=1)[C:8]([CH2:12][N:13]1[C:19](=[O:20])[C@@H:18]([NH:21][C:22](=[O:34])[C@@H:23]([N:25](C)[C:26](=O)OC(C)(C)C)[CH3:24])[C@H:17]([CH3:35])[N:16]([C:36]([CH:38]3[CH2:43][CH2:42][O:41][CH2:40][CH2:39]3)=[O:37])[C:15]3[CH:44]=[CH:45][CH:46]=[CH:47][C:14]1=3)=[C:7]([O:48][CH3:49])[CH:6]=[CH:5]2.[ClH:50]. The catalyst is CO.C(OCC)C. The product is [ClH:50].[Br:1][C:2]1[CH:3]=[C:4]2[C:9](=[CH:10][CH:11]=1)[C:8]([CH2:12][N:13]1[C:19](=[O:20])[C@@H:18]([NH:21][C:22](=[O:34])[C@@H:23]([NH:25][CH3:26])[CH3:24])[C@H:17]([CH3:35])[N:16]([C:36]([CH:38]3[CH2:43][CH2:42][O:41][CH2:40][CH2:39]3)=[O:37])[C:15]3[CH:44]=[CH:45][CH:46]=[CH:47][C:14]1=3)=[C:7]([O:48][CH3:49])[CH:6]=[CH:5]2. The yield is 0.860. (6) The reactants are [CH3:1][C:2]1[CH:7]=[CH:6][C:5]([S:8]([O:11][CH2:12][CH:13]2[CH2:17][C:16]3[CH:18]=[C:19]([C:23]#[N:24])[CH:20]=[C:21](Br)[C:15]=3[O:14]2)(=[O:10])=[O:9])=[CH:4][CH:3]=1.[CH3:25][C:26]1[CH:31]=[CH:30][CH:29]=[CH:28][C:27]=1B(O)O.C(C1C=CC=CC=1B1OC(C)(C)C(C)(C)O1)(C)C. No catalyst specified. The product is [CH3:1][C:2]1[CH:7]=[CH:6][C:5]([S:8]([O:11][CH2:12][CH:13]2[CH2:17][C:16]3[CH:18]=[C:19]([C:23]#[N:24])[CH:20]=[C:21]([C:27]4[CH:28]=[CH:29][CH:30]=[CH:31][C:26]=4[CH3:25])[C:15]=3[O:14]2)(=[O:10])=[O:9])=[CH:4][CH:3]=1. The yield is 0.990. (7) The reactants are [CH2:1]([O:8][C:9]1[C:14]([CH2:15][NH:16][CH2:17][CH2:18][O:19][C:20]2[C:30]([Br:31])=[CH:29][C:28]([O:32]S(C)(=O)=O)=[C:27]([CH3:37])[C:21]=2[C:22]([O:24]CC)=O)=[C:13]([CH3:38])[CH:12]=[C:11]([CH3:39])[N:10]=1)[C:2]1[CH:7]=[CH:6][CH:5]=[CH:4][CH:3]=1.[OH-].[Na+].Cl.[CH:43](N(CC)C(C)C)([CH3:45])[CH3:44].F[P-](F)(F)(F)(F)F.N1(OC(N(C)C)=[N+](C)C)C2N=CC=CC=2N=N1.C(=O)([O-])[O-].[Cs+].[Cs+].IC(C)C. The catalyst is CO.O. The product is [CH2:1]([O:8][C:9]1[C:14]([CH2:15][N:16]2[C:22](=[O:24])[C:21]3[C:27]([CH3:37])=[C:28]([O:32][CH:43]([CH3:45])[CH3:44])[CH:29]=[C:30]([Br:31])[C:20]=3[O:19][CH2:18][CH2:17]2)=[C:13]([CH3:38])[CH:12]=[C:11]([CH3:39])[N:10]=1)[C:2]1[CH:3]=[CH:4][CH:5]=[CH:6][CH:7]=1. The yield is 0.480. (8) The reactants are [C:1]([C:5]1[CH:13]=[C:12]2[C:8]([CH2:9][CH:10]([CH3:15])[C:11]2=[O:14])=[CH:7][C:6]=1[O:16][CH3:17])([CH3:4])([CH3:3])[CH3:2].ClCCl.[Br:21]Br.[O-]S([O-])=O.[Na+].[Na+]. The catalyst is [N+](CC)(CC)(CC)CC.[I-].O. The product is [Br:21][C:7]1[C:6]([O:16][CH3:17])=[C:5]([C:1]([CH3:2])([CH3:4])[CH3:3])[CH:13]=[C:12]2[C:8]=1[CH2:9][CH:10]([CH3:15])[C:11]2=[O:14]. The yield is 0.990.